This data is from NCI-60 drug combinations with 297,098 pairs across 59 cell lines. The task is: Regression. Given two drug SMILES strings and cell line genomic features, predict the synergy score measuring deviation from expected non-interaction effect. (1) Drug 1: C1=NC2=C(N=C(N=C2N1C3C(C(C(O3)CO)O)O)F)N. Drug 2: CN1C(=O)N2C=NC(=C2N=N1)C(=O)N. Cell line: 786-0. Synergy scores: CSS=1.81, Synergy_ZIP=-2.07, Synergy_Bliss=-3.83, Synergy_Loewe=-3.87, Synergy_HSA=-3.53. (2) Drug 1: CC12CCC(CC1=CCC3C2CCC4(C3CC=C4C5=CN=CC=C5)C)O. Drug 2: CC1=C(C=C(C=C1)NC2=NC=CC(=N2)N(C)C3=CC4=NN(C(=C4C=C3)C)C)S(=O)(=O)N.Cl. Cell line: SK-MEL-5. Synergy scores: CSS=13.7, Synergy_ZIP=4.51, Synergy_Bliss=10.4, Synergy_Loewe=6.71, Synergy_HSA=7.08. (3) Drug 1: C1CCC(C1)C(CC#N)N2C=C(C=N2)C3=C4C=CNC4=NC=N3. Drug 2: CC(C)NC(=O)C1=CC=C(C=C1)CNNC.Cl. Cell line: OVCAR-4. Synergy scores: CSS=0.174, Synergy_ZIP=0.160, Synergy_Bliss=0.0459, Synergy_Loewe=-1.37, Synergy_HSA=-0.834. (4) Synergy scores: CSS=40.4, Synergy_ZIP=9.46, Synergy_Bliss=0.210, Synergy_Loewe=-6.71, Synergy_HSA=1.88. Drug 1: CC1CCC2CC(C(=CC=CC=CC(CC(C(=O)C(C(C(=CC(C(=O)CC(OC(=O)C3CCCCN3C(=O)C(=O)C1(O2)O)C(C)CC4CCC(C(C4)OC)OCCO)C)C)O)OC)C)C)C)OC. Cell line: SK-MEL-5. Drug 2: CC1=C(C(=O)C2=C(C1=O)N3CC4C(C3(C2COC(=O)N)OC)N4)N. (5) Drug 1: CCC1(CC2CC(C3=C(CCN(C2)C1)C4=CC=CC=C4N3)(C5=C(C=C6C(=C5)C78CCN9C7C(C=CC9)(C(C(C8N6C=O)(C(=O)OC)O)OC(=O)C)CC)OC)C(=O)OC)O.OS(=O)(=O)O. Drug 2: CC1=C(C(=CC=C1)Cl)NC(=O)C2=CN=C(S2)NC3=CC(=NC(=N3)C)N4CCN(CC4)CCO. Cell line: NCI/ADR-RES. Synergy scores: CSS=5.61, Synergy_ZIP=-2.33, Synergy_Bliss=0.351, Synergy_Loewe=-3.62, Synergy_HSA=-0.985. (6) Drug 2: C1C(C(OC1N2C=NC3=C(N=C(N=C32)Cl)N)CO)O. Synergy scores: CSS=-1.13, Synergy_ZIP=4.95, Synergy_Bliss=-0.433, Synergy_Loewe=-1.45, Synergy_HSA=-1.43. Drug 1: CC(CN1CC(=O)NC(=O)C1)N2CC(=O)NC(=O)C2. Cell line: SNB-75. (7) Drug 1: CCN(CC)CCNC(=O)C1=C(NC(=C1C)C=C2C3=C(C=CC(=C3)F)NC2=O)C. Drug 2: CS(=O)(=O)OCCCCOS(=O)(=O)C. Cell line: MALME-3M. Synergy scores: CSS=6.75, Synergy_ZIP=-5.18, Synergy_Bliss=-9.57, Synergy_Loewe=-6.08, Synergy_HSA=-6.08. (8) Drug 1: CC1OCC2C(O1)C(C(C(O2)OC3C4COC(=O)C4C(C5=CC6=C(C=C35)OCO6)C7=CC(=C(C(=C7)OC)O)OC)O)O. Drug 2: CC(C)NC(=O)C1=CC=C(C=C1)CNNC.Cl. Cell line: NCI/ADR-RES. Synergy scores: CSS=1.86, Synergy_ZIP=2.35, Synergy_Bliss=4.75, Synergy_Loewe=1.84, Synergy_HSA=1.01. (9) Cell line: MDA-MB-435. Drug 2: C1=CC=C(C(=C1)C(C2=CC=C(C=C2)Cl)C(Cl)Cl)Cl. Synergy scores: CSS=-3.03, Synergy_ZIP=0.459, Synergy_Bliss=-2.31, Synergy_Loewe=-4.07, Synergy_HSA=-3.95. Drug 1: C1CC(C1)(C(=O)O)C(=O)O.[NH2-].[NH2-].[Pt+2]. (10) Drug 1: CC(CN1CC(=O)NC(=O)C1)N2CC(=O)NC(=O)C2. Drug 2: CC1=CC=C(C=C1)C2=CC(=NN2C3=CC=C(C=C3)S(=O)(=O)N)C(F)(F)F. Cell line: HCT-15. Synergy scores: CSS=30.6, Synergy_ZIP=-7.73, Synergy_Bliss=-2.31, Synergy_Loewe=-1.95, Synergy_HSA=-0.837.